This data is from Catalyst prediction with 721,799 reactions and 888 catalyst types from USPTO. The task is: Predict which catalyst facilitates the given reaction. Product: [ClH:27].[CH2:21]([C:7]1[O:16][C:15]2[CH:14]=[CH:13][C:12]([NH2:17])=[CH:11][C:10]=2[CH:8]=1)[CH2:22][CH2:23][CH3:24]. Reactant: C(=O)(O)[O-].[Na+].Br[CH:7]([CH2:21][CH2:22][CH2:23][CH3:24])[C:8]([C:10]1[CH:11]=[C:12]([NH:17]C(=O)C)[CH:13]=[CH:14][C:15]=1[OH:16])=O.[BH4-].[Na+].[ClH:27]. The catalyst class is: 5.